This data is from Forward reaction prediction with 1.9M reactions from USPTO patents (1976-2016). The task is: Predict the product of the given reaction. Given the reactants [CH:1]1([NH:4][C:5]([C:7]2[CH:8]=[CH:9][C:10]([CH3:31])=[C:11]([NH:13][C:14](=[O:30])[C:15]3[CH:20]=[CH:19][C:18]([O:21][CH2:22][C:23]4[CH:28]=[CH:27][CH:26]=[CH:25][N:24]=4)=[C:17]([F:29])[CH:16]=3)[CH:12]=2)=[O:6])[CH2:3][CH2:2]1.[CH3:32][S:33]([OH:36])(=[O:35])=[O:34], predict the reaction product. The product is: [CH3:32][S:33]([OH:36])(=[O:35])=[O:34].[CH:1]1([NH:4][C:5]([C:7]2[CH:8]=[CH:9][C:10]([CH3:31])=[C:11]([NH:13][C:14](=[O:30])[C:15]3[CH:20]=[CH:19][C:18]([O:21][CH2:22][C:23]4[CH:28]=[CH:27][CH:26]=[CH:25][N:24]=4)=[C:17]([F:29])[CH:16]=3)[CH:12]=2)=[O:6])[CH2:2][CH2:3]1.